This data is from Forward reaction prediction with 1.9M reactions from USPTO patents (1976-2016). The task is: Predict the product of the given reaction. Given the reactants C1C2C(=CC=CC=2)C=CC=1.N1C2C=CC=CC=2NC=1.[C:20](=[O:27])([O:24][CH2:25][CH3:26])OCC.[H-].[Na+].[Br:30][C:31]1[CH:40]=[C:39]2[C:34]([CH2:35][CH2:36][CH2:37][C:38]2=[O:41])=[CH:33][CH:32]=1.N#N, predict the reaction product. The product is: [Br:30][C:31]1[CH:40]=[C:39]2[C:34]([CH2:35][CH2:36][CH:37]([C:20]([O:24][CH2:25][CH3:26])=[O:27])[C:38]2=[O:41])=[CH:33][CH:32]=1.